From a dataset of Full USPTO retrosynthesis dataset with 1.9M reactions from patents (1976-2016). Predict the reactants needed to synthesize the given product. Given the product [CH3:30][O:29][C:25](=[O:28])[CH2:26][CH2:27][N:10]1[C:9]2[CH:18]=[C:5]([C:1]([CH3:2])([CH3:4])[CH3:3])[CH:6]=[CH:7][C:8]=2[O:13][CH:12]([CH:14]([CH3:15])[CH3:16])[C:11]1=[O:17], predict the reactants needed to synthesize it. The reactants are: [C:1]([C:5]1[CH:6]=[CH:7][C:8]2[O:13][CH:12]([CH:14]([CH3:16])[CH3:15])[C:11](=[O:17])[NH:10][C:9]=2[CH:18]=1)([CH3:4])([CH3:3])[CH3:2].C(=O)([O-])[O-].[K+].[K+].[C:25]([O:29][CH3:30])(=[O:28])[CH:26]=[CH2:27].C(O)(=O)CC(CC(O)=O)(C(O)=O)O.